This data is from Peptide-MHC class I binding affinity with 185,985 pairs from IEDB/IMGT. The task is: Regression. Given a peptide amino acid sequence and an MHC pseudo amino acid sequence, predict their binding affinity value. This is MHC class I binding data. (1) The peptide sequence is APYFATVRL. The MHC is HLA-B35:01 with pseudo-sequence HLA-B35:01. The binding affinity (normalized) is 0.644. (2) The peptide sequence is EIYKRWII. The MHC is HLA-B40:01 with pseudo-sequence HLA-B40:01. The binding affinity (normalized) is 0. (3) The peptide sequence is SPVIVNGAM. The MHC is HLA-A03:01 with pseudo-sequence HLA-A03:01. The binding affinity (normalized) is 0.0847. (4) The peptide sequence is RVFPGDHFY. The MHC is HLA-B27:05 with pseudo-sequence HLA-B27:05. The binding affinity (normalized) is 0.0847. (5) The peptide sequence is GVRVRVAVNK. The MHC is HLA-A03:01 with pseudo-sequence HLA-A03:01. The binding affinity (normalized) is 0.634. (6) The peptide sequence is TAKLRWFVER. The MHC is HLA-A33:01 with pseudo-sequence HLA-A33:01. The binding affinity (normalized) is 0.673.